Predict which catalyst facilitates the given reaction. From a dataset of Catalyst prediction with 721,799 reactions and 888 catalyst types from USPTO. (1) Reactant: [CH3:1][C:2]1[CH:3]=[C:4]([CH:8]([C:10]2[C:15]([CH3:16])=[CH:14][CH:13]=[CH:12][N:11]=2)[OH:9])[O:5][C:6]=1[CH3:7]. Product: [CH3:1][C:2]1[CH:3]=[C:4]([C:8]([C:10]2[C:15]([CH3:16])=[CH:14][CH:13]=[CH:12][N:11]=2)=[O:9])[O:5][C:6]=1[CH3:7]. The catalyst class is: 428. (2) Reactant: [H-].[Na+].[CH3:3][O:4][C:5](=[O:14])[C:6]1[CH:11]=[C:10]([Br:12])[CH:9]=[N:8][C:7]=1[OH:13].Br[CH2:16][CH2:17][O:18][CH3:19]. Product: [CH3:3][O:4][C:5]([C:6]1[C:7](=[O:13])[N:8]([CH2:16][CH2:17][O:18][CH3:19])[CH:9]=[C:10]([Br:12])[CH:11]=1)=[O:14]. The catalyst class is: 18. (3) Product: [OH:14][CH:11]1[CH2:12][CH2:13][N:8]([C:6]([O:5][C:1]([CH3:2])([CH3:3])[CH3:4])=[O:7])[C@H:9]([CH2:15][OH:16])[CH2:10]1. Reactant: [C:1]([O:5][C:6]([N:8]1[CH2:13][CH2:12][C:11](=[O:14])[CH2:10][C@H:9]1[C:15](O)=[O:16])=[O:7])([CH3:4])([CH3:3])[CH3:2].B.O1CCCC1. The catalyst class is: 7. (4) Reactant: [CH2:1]([C:5]1([N:12]([CH3:14])[CH3:13])[CH2:10][CH2:9][C:8](=O)[CH2:7][CH2:6]1)[CH2:2][CH2:3][CH3:4].[CH3:15][C:16]1[C:24]2[C:19](=[CH:20][CH:21]=[C:22]([C:25]([F:28])([F:27])[F:26])[CH:23]=2)[NH:18][CH:17]=1.[F:29][C:30]([F:36])([F:35])S(O)(=O)=O.[OH-].[Na+]. Product: [CH2:1]([C:5]1([N:12]([CH3:14])[CH3:13])[CH2:10][CH2:9][C:8]([C:17]2[NH:18][C:19]3[C:24]([C:16]=2[CH3:15])=[CH:23][C:22]([C:30]([F:36])([F:35])[F:29])=[CH:21][CH:20]=3)([C:17]2[NH:18][C:19]3[C:24]([C:16]=2[CH3:15])=[CH:23][C:22]([C:25]([F:28])([F:26])[F:27])=[CH:21][CH:20]=3)[CH2:7][CH2:6]1)[CH2:2][CH2:3][CH3:4]. The catalyst class is: 4. (5) Reactant: [F:1][C:2]([F:18])([F:17])[C:3]1[CH:8]=[CH:7][C:6]([C:9]2[CH:10]=[C:11]([CH:14]=[CH:15][CH:16]=2)CCl)=[CH:5][CH:4]=1.[OH:19][C:20]1[CH:25]=[CH:24][C:23]([CH:26]([C:32]2[S:33][CH:34]=[CH:35][C:36]=2[CH3:37])[CH2:27][C:28]([O:30]C)=[O:29])=[CH:22][CH:21]=1.[C:38]([O-])([O-])=O.[Cs+].[Cs+]. Product: [F:18][C:2]([F:1])([F:17])[C:3]1[CH:4]=[CH:5][C:6]([C:9]2[CH:16]=[CH:15][CH:14]=[CH:11][CH:10]=2)=[CH:7][C:8]=1[CH2:38][O:19][C:20]1[CH:25]=[CH:24][C:23]([CH:26]([C:32]2[S:33][CH:34]=[CH:35][C:36]=2[CH3:37])[CH2:27][C:28]([OH:30])=[O:29])=[CH:22][CH:21]=1. The catalyst class is: 21. (6) The catalyst class is: 5. Reactant: Cl.[Cl:2][C:3]1[CH:22]=[CH:21][C:6]([O:7][C@@H:8]([C:15]2[CH:20]=[CH:19][CH:18]=[CH:17][CH:16]=2)[C@H:9]2[O:14][CH2:13][CH2:12][NH:11][CH2:10]2)=[C:5]([O:23][CH3:24])[CH:4]=1.N#N. Product: [ClH:2].[Cl:2][C:3]1[CH:22]=[CH:21][C:6]([O:7][C@@H:8]([C:15]2[CH:20]=[CH:19][CH:18]=[CH:17][CH:16]=2)[C@H:9]2[O:14][CH2:13][CH2:12][NH:11][CH2:10]2)=[C:5]([O:23][CH3:24])[CH:4]=1. (7) Reactant: Br[C:2]1[CH:15]=[CH:14][C:13]2[O:12][C:11]3[C:6](=[CH:7][C:8]([OH:16])=[CH:9][CH:10]=3)[C:5]3([CH2:20][O:19][C:18]([NH2:21])=[N:17]3)[C:4]=2[CH:3]=1.[N:22]1[CH:27]=[C:26](B(O)O)[CH:25]=[N:24][CH:23]=1.C(=O)([O-])[O-].[K+].[K+]. Product: [OH:16][C:8]1[CH:9]=[CH:10][C:11]2[O:12][C:13]3[C:4](=[CH:3][C:2]([C:26]4[CH:27]=[N:22][CH:23]=[N:24][CH:25]=4)=[CH:15][CH:14]=3)[C:5]3([CH2:20][O:19][C:18]([NH2:21])=[N:17]3)[C:6]=2[CH:7]=1. The catalyst class is: 176. (8) Reactant: C(=O)([O-])[O-].[K+].[K+].[Br:7][C:8]1[CH:27]=[CH:26][C:11]([NH:12][C:13]2[C:22]3[C:17](=[CH:18][C:19]([OH:25])=[C:20]([O:23][CH3:24])[CH:21]=3)[N:16]=[CH:15][N:14]=2)=[C:10]([F:28])[CH:9]=1.[C:29]([O:33][C:34]([N:36]1[CH2:41][CH2:40][CH:39]([CH2:42]OS(C2C=CC(C)=CC=2)(=O)=O)[CH2:38][CH2:37]1)=[O:35])([CH3:32])([CH3:31])[CH3:30].O. Product: [Br:7][C:8]1[CH:27]=[CH:26][C:11]([NH:12][C:13]2[C:22]3[C:17](=[CH:18][C:19]([O:25][CH2:42][CH:39]4[CH2:40][CH2:41][N:36]([C:34]([O:33][C:29]([CH3:30])([CH3:32])[CH3:31])=[O:35])[CH2:37][CH2:38]4)=[C:20]([O:23][CH3:24])[CH:21]=3)[N:16]=[CH:15][N:14]=2)=[C:10]([F:28])[CH:9]=1. The catalyst class is: 3. (9) Reactant: [CH3:1][C:2]1[CH:3]=[CH:4][C:5]([NH:8][C:9](=[O:19])[C:10]2[CH:15]=[CH:14][CH:13]=[CH:12][C:11]=2[N+:16]([O-])=O)=[N:6][CH:7]=1.[BH4-].[Na+]. Product: [CH3:1][C:2]1[CH:3]=[CH:4][C:5]([NH:8][C:9](=[O:19])[C:10]2[CH:15]=[CH:14][CH:13]=[CH:12][C:11]=2[NH2:16])=[N:6][CH:7]=1. The catalyst class is: 36. (10) Reactant: C[O:2][C:3]([C:5]1[S:9][C:8]2[CH:10]=[C:11]([O:15][CH3:16])[C:12]([OH:14])=[CH:13][C:7]=2[C:6]=1[Cl:17])=[O:4].[OH-].[Na+]. Product: [Cl:17][C:6]1[C:7]2[CH:13]=[C:12]([OH:14])[C:11]([O:15][CH3:16])=[CH:10][C:8]=2[S:9][C:5]=1[C:3]([OH:4])=[O:2]. The catalyst class is: 5.